This data is from Full USPTO retrosynthesis dataset with 1.9M reactions from patents (1976-2016). The task is: Predict the reactants needed to synthesize the given product. (1) Given the product [C:21]([NH:20][CH2:19][C@@H:17]1[O:16][C:15](=[O:24])[N:14]([C:4]2[CH:5]=[CH:6][C:7]([NH:8][C@@H:9]3[CH2:13][CH2:12][N:11]([C:26]4[N:35]=[C:34]5[C:29]([C:30](=[O:42])[C:31]([C:39]([OH:41])=[O:40])=[CH:32][N:33]5[CH:36]5[CH2:38][CH2:37]5)=[CH:28][C:27]=4[F:43])[CH2:10]3)=[C:2]([F:1])[CH:3]=2)[CH2:18]1)(=[O:23])[CH3:22], predict the reactants needed to synthesize it. The reactants are: [F:1][C:2]1[CH:3]=[C:4]([N:14]2[CH2:18][C@H:17]([CH2:19][NH:20][C:21](=[O:23])[CH3:22])[O:16][C:15]2=[O:24])[CH:5]=[CH:6][C:7]=1[NH:8][CH:9]1[CH2:13][CH2:12][NH:11][CH2:10]1.Cl[C:26]1[N:35]=[C:34]2[C:29]([C:30](=[O:42])[C:31]([C:39]([OH:41])=[O:40])=[CH:32][N:33]2[CH:36]2[CH2:38][CH2:37]2)=[CH:28][C:27]=1[F:43].C(N(CC)CC)C.C[Si](C)(C)Cl. (2) Given the product [CH2:20]([O:19][C:18](=[O:22])[CH:15]([C:16]#[N:17])[C:9]1[CH:10]=[CH:11][C:12]([O:13][CH3:14])=[C:7]([O:6][CH3:5])[CH:8]=1)[CH3:21], predict the reactants needed to synthesize it. The reactants are: C(O)C.[Na].[CH3:5][O:6][C:7]1[CH:8]=[C:9]([CH2:15][C:16]#[N:17])[CH:10]=[CH:11][C:12]=1[O:13][CH3:14].[C:18](=O)([O:22]CC)[O:19][CH2:20][CH3:21]. (3) Given the product [Br:1][C:2]1[CH:10]=[CH:9][C:8]([I:11])=[CH:7][C:3]=1[C:4]([P:23](=[O:30])([O:27][CH2:28][CH3:29])[O:24][CH2:25][CH3:26])=[O:6], predict the reactants needed to synthesize it. The reactants are: [Br:1][C:2]1[CH:10]=[CH:9][C:8]([I:11])=[CH:7][C:3]=1[C:4]([OH:6])=O.BrC1C=CC(I)=CC=1C(Cl)=O.[P:23]([O:30]CC)([O:27][CH2:28][CH3:29])[O:24][CH2:25][CH3:26]. (4) Given the product [C:30]([O:34][C:35]([N:37]1[CH2:41][CH2:40][CH2:39][CH:38]1[CH2:42][O:1][C:2]1[CH:11]=[C:10]2[C:5]([C:6]([O:12][C:13]3[CH:14]=[CH:15][C:16]([NH:19][C:20](=[O:27])[C:21]4[CH:26]=[CH:25][CH:24]=[CH:23][CH:22]=4)=[CH:17][CH:18]=3)=[CH:7][CH:8]=[N:9]2)=[CH:4][C:3]=1[O:28][CH3:29])=[O:36])([CH3:33])([CH3:31])[CH3:32], predict the reactants needed to synthesize it. The reactants are: [OH:1][C:2]1[CH:11]=[C:10]2[C:5]([C:6]([O:12][C:13]3[CH:18]=[CH:17][C:16]([NH:19][C:20](=[O:27])[C:21]4[CH:26]=[CH:25][CH:24]=[CH:23][CH:22]=4)=[CH:15][CH:14]=3)=[CH:7][CH:8]=[N:9]2)=[CH:4][C:3]=1[O:28][CH3:29].[C:30]([O:34][C:35]([N:37]1[CH2:41][CH2:40][CH2:39][C@H:38]1[CH2:42]Br)=[O:36])([CH3:33])([CH3:32])[CH3:31].C([O-])([O-])=O.[K+].[K+]. (5) Given the product [F:1][C:2]1[CH:9]=[CH:8][C:5]([CH:6]=[C:16]([C:11]2[CH:12]=[CH:13][CH:14]=[CH:15][N:10]=2)[C:17]#[N:18])=[CH:4][CH:3]=1, predict the reactants needed to synthesize it. The reactants are: [F:1][C:2]1[CH:9]=[CH:8][C:5]([CH:6]=O)=[CH:4][CH:3]=1.[N:10]1[CH:15]=[CH:14][CH:13]=[CH:12][C:11]=1[CH2:16][C:17]#[N:18].CC[O-].[Na+].